From a dataset of hERG Central: cardiac toxicity at 1µM, 10µM, and general inhibition. Predict hERG channel inhibition at various concentrations. (1) The molecule is CC1=CC(C)(C)Nc2ccc(C)cc21. Results: hERG_inhib (hERG inhibition (general)): blocker. (2) The compound is CC(C)Cc1ccc(C(C)C(N)=NCCc2ccccc2)cc1.Cl. Results: hERG_inhib (hERG inhibition (general)): blocker. (3) The drug is CCN1CCN(c2ncc(C(=O)Nc3c(F)cc(F)cc3Br)c3ccccc23)CC1. Results: hERG_inhib (hERG inhibition (general)): blocker. (4) The compound is CCOC(=O)C1(CCCc2ccccc2)CCN(Cc2cn(CC)nc2C)CC1. Results: hERG_inhib (hERG inhibition (general)): blocker. (5) The molecule is O=[N+]([O-])c1cccc(-c2ccc(SCc3cccnc3)nn2)c1. Results: hERG_inhib (hERG inhibition (general)): blocker. (6) The compound is O=C(/C=C/c1cccc(F)c1)NC1CCN(Cc2ccccc2)CC1. Results: hERG_inhib (hERG inhibition (general)): blocker. (7) The compound is CCOC(=O)C1CCN(CC(=O)c2c(C)[nH]c3cc(C)ccc23)CC1. Results: hERG_inhib (hERG inhibition (general)): blocker. (8) The compound is COc1ccc(S(=O)(=O)N2CCN(CC(=O)Nc3ccc(F)c(F)c3)CC2)cc1. Results: hERG_inhib (hERG inhibition (general)): blocker.